From a dataset of NCI-60 drug combinations with 297,098 pairs across 59 cell lines. Regression. Given two drug SMILES strings and cell line genomic features, predict the synergy score measuring deviation from expected non-interaction effect. (1) Drug 1: CC1=C(C=C(C=C1)NC(=O)C2=CC=C(C=C2)CN3CCN(CC3)C)NC4=NC=CC(=N4)C5=CN=CC=C5. Drug 2: C1=NC2=C(N1)C(=S)N=CN2. Cell line: NCIH23. Synergy scores: CSS=23.1, Synergy_ZIP=-9.36, Synergy_Bliss=-6.77, Synergy_Loewe=-3.30, Synergy_HSA=-3.35. (2) Drug 1: CN(C)C1=NC(=NC(=N1)N(C)C)N(C)C. Drug 2: CC1C(C(CC(O1)OC2CC(OC(C2O)C)OC3=CC4=CC5=C(C(=O)C(C(C5)C(C(=O)C(C(C)O)O)OC)OC6CC(C(C(O6)C)O)OC7CC(C(C(O7)C)O)OC8CC(C(C(O8)C)O)(C)O)C(=C4C(=C3C)O)O)O)O. Cell line: NCIH23. Synergy scores: CSS=-0.802, Synergy_ZIP=0.139, Synergy_Bliss=-3.14, Synergy_Loewe=-3.42, Synergy_HSA=-4.13. (3) Drug 1: CC1=C(C=C(C=C1)NC2=NC=CC(=N2)N(C)C3=CC4=NN(C(=C4C=C3)C)C)S(=O)(=O)N.Cl. Drug 2: C1CC(C1)(C(=O)O)C(=O)O.[NH2-].[NH2-].[Pt+2]. Cell line: UACC62. Synergy scores: CSS=35.6, Synergy_ZIP=-4.28, Synergy_Bliss=1.50, Synergy_Loewe=-1.64, Synergy_HSA=1.70. (4) Drug 1: CC1=C(C(CCC1)(C)C)C=CC(=CC=CC(=CC(=O)O)C)C. Synergy scores: CSS=2.35, Synergy_ZIP=0.524, Synergy_Bliss=1.50, Synergy_Loewe=-0.721, Synergy_HSA=-1.05. Cell line: NCI-H460. Drug 2: CCC1(CC2CC(C3=C(CCN(C2)C1)C4=CC=CC=C4N3)(C5=C(C=C6C(=C5)C78CCN9C7C(C=CC9)(C(C(C8N6C)(C(=O)OC)O)OC(=O)C)CC)OC)C(=O)OC)O.OS(=O)(=O)O. (5) Drug 1: CC1=CC2C(CCC3(C2CCC3(C(=O)C)OC(=O)C)C)C4(C1=CC(=O)CC4)C. Drug 2: C1=NC2=C(N1)C(=S)N=C(N2)N. Cell line: CAKI-1. Synergy scores: CSS=40.7, Synergy_ZIP=0.0235, Synergy_Bliss=-3.25, Synergy_Loewe=-38.5, Synergy_HSA=-7.28. (6) Drug 1: C1=CC(=C2C(=C1NCCNCCO)C(=O)C3=C(C=CC(=C3C2=O)O)O)NCCNCCO. Drug 2: CC1=C2C(C(=O)C3(C(CC4C(C3C(C(C2(C)C)(CC1OC(=O)C(C(C5=CC=CC=C5)NC(=O)C6=CC=CC=C6)O)O)OC(=O)C7=CC=CC=C7)(CO4)OC(=O)C)O)C)OC(=O)C. Cell line: UACC62. Synergy scores: CSS=50.5, Synergy_ZIP=-10.2, Synergy_Bliss=-9.81, Synergy_Loewe=-5.73, Synergy_HSA=-3.12. (7) Drug 1: CCC1(C2=C(COC1=O)C(=O)N3CC4=CC5=C(C=CC(=C5CN(C)C)O)N=C4C3=C2)O.Cl. Drug 2: C1CCC(C(C1)N)N.C(=O)(C(=O)[O-])[O-].[Pt+4]. Cell line: NCI/ADR-RES. Synergy scores: CSS=25.7, Synergy_ZIP=-9.59, Synergy_Bliss=-6.47, Synergy_Loewe=-4.01, Synergy_HSA=-2.00. (8) Drug 1: C1=CC(=CC=C1CCCC(=O)O)N(CCCl)CCCl. Drug 2: CN(CCCl)CCCl.Cl. Cell line: HCT116. Synergy scores: CSS=56.0, Synergy_ZIP=-4.77, Synergy_Bliss=-0.0525, Synergy_Loewe=0.802, Synergy_HSA=1.05.